Dataset: Full USPTO retrosynthesis dataset with 1.9M reactions from patents (1976-2016). Task: Predict the reactants needed to synthesize the given product. Given the product [CH:1]1([CH:7]([F:28])[CH2:8][CH:9]2[C:17]3[C:12](=[CH:13][CH:14]=[CH:15][CH:16]=3)[C:11]3=[CH:18][N:19]=[CH:20][N:10]23)[CH2:6][CH2:5][CH2:4][CH2:3][CH2:2]1, predict the reactants needed to synthesize it. The reactants are: [CH:1]1([CH:7](O)[CH2:8][CH:9]2[C:17]3[C:12](=[CH:13][CH:14]=[CH:15][CH:16]=3)[C:11]3=[CH:18][N:19]=[CH:20][N:10]23)[CH2:6][CH2:5][CH2:4][CH2:3][CH2:2]1.CCN(S(F)(F)[F:28])CC.CC#N.